From a dataset of Forward reaction prediction with 1.9M reactions from USPTO patents (1976-2016). Predict the product of the given reaction. Given the reactants C([O:3][C:4](=[O:19])[CH:5]([O:16][CH2:17][CH3:18])[CH2:6][C:7]1[CH:8]=[C:9]2[C:13](=[CH:14][CH:15]=1)[NH:12][CH:11]=[CH:10]2)C.Cl[CH2:21][C:22]1[N:23]=[C:24]([C:28]2[CH:33]=[CH:32][C:31]([CH2:34][CH3:35])=[CH:30][CH:29]=2)[O:25][C:26]=1[CH3:27], predict the reaction product. The product is: [CH2:17]([O:16][CH:5]([CH2:6][C:7]1[CH:8]=[C:9]2[C:13](=[CH:14][CH:15]=1)[N:12]([CH2:21][C:22]1[N:23]=[C:24]([C:28]3[CH:29]=[CH:30][C:31]([CH2:34][CH3:35])=[CH:32][CH:33]=3)[O:25][C:26]=1[CH3:27])[CH:11]=[CH:10]2)[C:4]([OH:3])=[O:19])[CH3:18].